Dataset: Full USPTO retrosynthesis dataset with 1.9M reactions from patents (1976-2016). Task: Predict the reactants needed to synthesize the given product. (1) Given the product [CH3:12][O:13][C:14]1[CH:19]=[CH:18][CH:17]=[CH:16][C:15]=1[C:8]1[C:9]2[C:5](=[CH:4][CH:3]=[C:2]([Cl:1])[CH:10]=2)[CH2:6][CH:7]=1, predict the reactants needed to synthesize it. The reactants are: [Cl:1][C:2]1[CH:10]=[C:9]2[C:5]([CH2:6][CH2:7][C:8]2=O)=[CH:4][CH:3]=1.[CH3:12][O:13][C:14]1[CH:19]=[CH:18][CH:17]=[CH:16][C:15]=1[Mg]Br.Cl.O.C1(C)C=CC(S(O)(=O)=O)=CC=1. (2) Given the product [CH3:1][C:2]1[N:7]=[C:6]([O:8][CH3:9])[N:5]=[C:4]([NH:10][C:12]([NH:14][S:15]([C:18]2[CH:19]=[CH:20][S:38][C:23]=2[C:24]([OH:26])=[O:25])(=[O:17])=[O:16])=[O:13])[N:3]=1, predict the reactants needed to synthesize it. The reactants are: [CH3:1][C:2]1[N:7]=[C:6]([O:8][CH3:9])[N:5]=[C:4]([N:10]([C:12]([NH:14][S:15]([C:18]2[C:23]([C:24]([OH:26])=[O:25])=CC=[CH:20][CH:19]=2)(=[O:17])=[O:16])=[O:13])C)[N:3]=1.CN(C(C1C=CC=NC=1[S:38](NC(NC1N=C(OC)C=C(OC)N=1)=O)(=O)=O)=O)C.CCS(C1C=CC=NC=1S(NC(NC1N=C(OC)C=C(OC)N=1)=O)(=O)=O)(=O)=O.C1C=CC(S(NC(NC2N=C(OC(F)F)C=C(OC(F)F)N=2)=O)(=O)=O)=C(C(O)=O)C=1.CC1C=CN2N=C(S(NC3C(F)=CC=CC=3F)(=O)=O)N=C2N=1.CCOC1N2C(=NC(S(NC3C(Cl)=CC=CC=3C(O)=O)(=O)=O)=N2)C=C(F)N=1. (3) The reactants are: Br[C:2]1C=C[C:5](O)=[C:6]([C:8]2[CH:17]=[CH:16][C:15]3[C:10](=[CH:11][CH:12]=[C:13]([C:18]4[N:22]([CH:23]5[CH2:28][CH2:27][CH2:26][CH2:25][CH2:24]5)[C:21]5[CH:29]=[CH:30][C:31]([C:33]([OH:35])=[O:34])=[CH:32][C:20]=5[N:19]=4)[CH:14]=3)[N:9]=2)[CH:7]=1.C(OC(C1C=CC2[N:46](C3CCCCC3)C(C3C=CC(N)=C(C=O)C=3)=NC=2C=1)=O)C.N1C=CC(C(=O)C)=C1.[OH-].[K+]. Given the product [CH:23]1([N:22]2[C:21]3[CH:29]=[CH:30][C:31]([C:33]([OH:35])=[O:34])=[CH:32][C:20]=3[N:19]=[C:18]2[C:13]2[CH:14]=[C:15]3[C:10](=[CH:11][CH:12]=2)[N:9]=[C:8]([C:6]2[CH:7]=[CH:2][NH:46][CH:5]=2)[CH:17]=[CH:16]3)[CH2:24][CH2:25][CH2:26][CH2:27][CH2:28]1, predict the reactants needed to synthesize it. (4) Given the product [Cl:21][C:12]1[CH:13]=[C:14]([CH:19]=[CH:20][C:11]=1[NH:10][C:7]1[CH2:6][CH2:5][CH2:4][C:3](=[O:9])[C:2]=1[CH3:1])[C:15]([O:17][CH3:18])=[O:16], predict the reactants needed to synthesize it. The reactants are: [CH3:1][CH:2]1[C:7](=O)[CH2:6][CH2:5][CH2:4][C:3]1=[O:9].[NH2:10][C:11]1[CH:20]=[CH:19][C:14]([C:15]([O:17][CH3:18])=[O:16])=[CH:13][C:12]=1[Cl:21]. (5) Given the product [CH2:31]([C@@H:38]1[C:47]2[C:42](=[CH:43][CH:44]=[C:45]([Br:48])[CH:46]=2)[CH2:41][CH2:40][C@@H:39]1[NH:49][C:50](=[O:53])[CH2:51][CH3:52])[C:32]1[CH:37]=[CH:36][CH:35]=[CH:34][CH:33]=1, predict the reactants needed to synthesize it. The reactants are: C[C@@H](PC)[C]1[C](P(C2C3C(=CC=CC=3)C=CC=2)C2C3C(=CC=CC=3)C=CC=2)[CH][CH][CH]1.[CH2:31]([C:38]1[C:47]2[C:42](=[CH:43][CH:44]=[C:45]([Br:48])[CH:46]=2)[CH2:41][CH2:40][C:39]=1[NH:49][C:50](=[O:53])[CH2:51][CH3:52])[C:32]1[CH:37]=[CH:36][CH:35]=[CH:34][CH:33]=1.[H][H]. (6) Given the product [F:23][C:16]1[CH:17]=[CH:18][C:19]([O:21][CH3:22])=[CH:20][C:15]=1[C:12]1[N:13]=[CH:14][C:9]([OH:8])=[CH:10][C:11]=1[CH2:24][C:25]([CH3:28])([CH3:27])[CH3:26], predict the reactants needed to synthesize it. The reactants are: C([O:8][C:9]1[CH:10]=[C:11]([CH2:24][C:25]([CH3:28])([CH3:27])[CH3:26])[C:12]([C:15]2[CH:20]=[C:19]([O:21][CH3:22])[CH:18]=[CH:17][C:16]=2[F:23])=[N:13][CH:14]=1)C1C=CC=CC=1. (7) The reactants are: [C:1]([C:3]1[CH:8]=[CH:7][CH:6]=[CH:5][N:4]=1)#[CH:2].CO[C:11](=[O:26])[C:12]1[CH:17]=[C:16]([C:18]2[CH:23]=[CH:22][C:21]([Cl:24])=[CH:20][CH:19]=2)[C:15](Cl)=[N:14][CH:13]=1.[NH2:27][CH2:28][C@@:29]([CH3:34])([CH:31]1[CH2:33][CH2:32]1)[OH:30]. Given the product [Cl:24][C:21]1[CH:20]=[CH:19][C:18]([C:16]2[C:15]([CH2:2][CH2:1][C:3]3[CH:8]=[CH:7][CH:6]=[CH:5][N:4]=3)=[N:14][CH:13]=[C:12]([CH:17]=2)[C:11]([NH:27][CH2:28][C@@:29]([CH:31]2[CH2:33][CH2:32]2)([OH:30])[CH3:34])=[O:26])=[CH:23][CH:22]=1, predict the reactants needed to synthesize it. (8) Given the product [CH3:1][O:2][C:3]1[C:27]([O:28][CH2:29][CH2:30][CH2:31][CH2:32][CH2:33][O:34][C:35]2[C:36]([O:60][CH2:61][CH2:62][CH2:63][NH:64][C:65](=[O:70])[O:66][CH2:67][CH:68]=[CH2:69])=[CH:37][C:38]3[C:44](=[O:45])[N:43]4[CH:46]=[C:47]([CH3:49])[CH2:48][C@H:42]4[CH:41]=[N:40][C:39]=3[CH:59]=2)=[CH:26][C:6]2[N:7]=[CH:8][C@@H:9]3[CH2:15][C:14]([CH3:16])=[CH:13][N:10]3[C:11](=[O:12])[C:5]=2[CH:4]=1, predict the reactants needed to synthesize it. The reactants are: [CH3:1][O:2][C:3]1[C:27]([O:28][CH2:29][CH2:30][CH2:31][CH2:32][CH2:33][O:34][C:35]2[C:36]([O:60][CH2:61][CH2:62][CH2:63][NH:64][C:65](=[O:70])[O:66][CH2:67][CH:68]=[CH2:69])=[CH:37][C:38]3[C:44](=[O:45])[N:43]4[CH:46]=[C:47]([CH3:49])[CH2:48][C@H:42]4[C:41](=O)[N:40](COCC[Si](C)(C)C)[C:39]=3[CH:59]=2)=[CH:26][C:6]2[N:7](COCC[Si](C)(C)C)[C:8](=O)[C@@H:9]3[CH2:15][C:14]([CH3:16])=[CH:13][N:10]3[C:11](=[O:12])[C:5]=2[CH:4]=1.C([BH-](CC)CC)C.[Li+]. (9) Given the product [CH2:9]([C:13]1[CH:18]=[CH:17][C:16]([C:2]2[S:6][C:5]([CH2:7][OH:8])=[CH:4][CH:3]=2)=[CH:15][CH:14]=1)[CH2:10][CH2:11][CH3:12], predict the reactants needed to synthesize it. The reactants are: Br[C:2]1[S:6][C:5]([CH2:7][OH:8])=[CH:4][CH:3]=1.[CH2:9]([C:13]1[CH:18]=[CH:17][C:16](B(O)O)=[CH:15][CH:14]=1)[CH2:10][CH2:11][CH3:12].C([O-])([O-])=O.[K+].[K+].